Dataset: Acute oral toxicity (LD50) regression data from Zhu et al.. Task: Regression/Classification. Given a drug SMILES string, predict its toxicity properties. Task type varies by dataset: regression for continuous values (e.g., LD50, hERG inhibition percentage) or binary classification for toxic/non-toxic outcomes (e.g., AMES mutagenicity, cardiotoxicity, hepatotoxicity). Dataset: ld50_zhu. The molecule is CCOP(=O)(NC(C)C)SCC(=O)NCOC. The rat oral LD50 is 3.45, given as -log10 of the dose in mol/kg body weight (higher means more acutely toxic).